Dataset: Forward reaction prediction with 1.9M reactions from USPTO patents (1976-2016). Task: Predict the product of the given reaction. (1) Given the reactants [H-].[Na+].ClCCl.CN(C)C=O.[F:11][C:12]([F:32])([F:31])[C:13]1[CH:18]=[CH:17][C:16]([NH:19][C:20](=[O:30])[CH2:21][C@@H:22](OS(C)(=O)=O)[CH2:23][CH3:24])=[CH:15][CH:14]=1, predict the reaction product. The product is: [CH2:23]([C@H:22]1[N:19]([C:16]2[CH:17]=[CH:18][C:13]([C:12]([F:32])([F:31])[F:11])=[CH:14][CH:15]=2)[C:20](=[O:30])[CH2:21]1)[CH3:24]. (2) Given the reactants [F:1][C:2]1[CH:7]=[CH:6][CH:5]=[C:4]([F:8])[C:3]=1[C:9]1[NH:13][CH:12]=[C:11]([C:14](OCC)=[O:15])[CH:10]=1.[H-].C([Al+]CC(C)C)C(C)C.O, predict the reaction product. The product is: [F:1][C:2]1[CH:7]=[CH:6][CH:5]=[C:4]([F:8])[C:3]=1[C:9]1[NH:13][CH:12]=[C:11]([CH2:14][OH:15])[CH:10]=1. (3) Given the reactants [CH3:1][N:2]1[CH:6]=[CH:5][N:4]=[C:3]1[C:7]([OH:9])=[O:8].C(=O)([O-])[O-].[Cs+].[Cs+].[I-].[Cs+].[NH2:18][C:19](=[O:63])[C:20]([CH3:62])([CH3:61])[CH2:21][NH:22][C:23]([C@H:25]([CH:58]([CH3:60])[CH3:59])[CH2:26][C@@H:27]1[O:31][CH2:30][N:29]([C:32]([O:34][CH:35](Cl)[CH3:36])=[O:33])[C@H:28]1[CH2:38][C@H:39]([CH2:43][C:44]1[CH:49]=[CH:48][C:47]([O:50][CH3:51])=[C:46]([O:52][CH2:53][CH2:54][CH2:55][O:56][CH3:57])[CH:45]=1)[CH:40]([CH3:42])[CH3:41])=[O:24], predict the reaction product. The product is: [NH2:18][C:19](=[O:63])[C:20]([CH3:62])([CH3:61])[CH2:21][NH:22][C:23]([C@H:25]([CH:58]([CH3:60])[CH3:59])[CH2:26][C@@H:27]1[O:31][CH2:30][N:29]([C:32]([O:34][CH:35]([O:8][C:7]([C:3]2[N:2]([CH3:1])[CH:6]=[CH:5][N:4]=2)=[O:9])[CH3:36])=[O:33])[C@H:28]1[CH2:38][C@H:39]([CH2:43][C:44]1[CH:49]=[CH:48][C:47]([O:50][CH3:51])=[C:46]([O:52][CH2:53][CH2:54][CH2:55][O:56][CH3:57])[CH:45]=1)[CH:40]([CH3:42])[CH3:41])=[O:24]. (4) Given the reactants [N:1]1([CH2:10][C:11]([O:13]C(C)(C)C)=[O:12])[C:9]2[C:4](=[N:5][CH:6]=[CH:7][CH:8]=2)[CH:3]=[N:2]1, predict the reaction product. The product is: [N:1]1([CH2:10][C:11]([OH:13])=[O:12])[C:9]2[C:4](=[N:5][CH:6]=[CH:7][CH:8]=2)[CH:3]=[N:2]1. (5) Given the reactants [C:1]1([NH:7][NH2:8])[CH:6]=[CH:5][CH:4]=[CH:3][CH:2]=1.CC(C)([O-])C.[K+].[N:15]1[CH:20]=[CH:19][C:18]([C:21]2[C:30]3[C:25](=[CH:26][CH:27]=[C:28]([C:31]#[C:32][C:33](OCC)=[O:34])[CH:29]=3)[N:24]=[CH:23][CH:22]=2)=[CH:17][CH:16]=1, predict the reaction product. The product is: [C:1]1([N:7]2[C:31]([C:28]3[CH:29]=[C:30]4[C:25](=[CH:26][CH:27]=3)[N:24]=[CH:23][CH:22]=[C:21]4[C:18]3[CH:17]=[CH:16][N:15]=[CH:20][CH:19]=3)=[CH:32][C:33](=[O:34])[NH:8]2)[CH:6]=[CH:5][CH:4]=[CH:3][CH:2]=1. (6) Given the reactants Cl.[NH2:2][C:3]1([CH3:22])[CH2:7][CH2:6][CH2:5][CH:4]1[NH:8][C:9](=[O:21])[O:10][C@@H:11]1[CH2:16][C@H:15]([CH3:17])[CH2:14][CH2:13][C@H:12]1[CH:18]([CH3:20])[CH3:19].F[C:24]1[CH:29]=[CH:28][C:27]([C:30]([F:33])([F:32])[F:31])=[CH:26][N:25]=1.CCN(C(C)C)C(C)C.C(=O)(O)[O-].[Na+], predict the reaction product. The product is: [CH3:22][C:3]1([NH:2][C:24]2[CH:29]=[CH:28][C:27]([C:30]([F:33])([F:32])[F:31])=[CH:26][N:25]=2)[CH2:7][CH2:6][CH2:5][CH:4]1[NH:8][C:9](=[O:21])[O:10][C@@H:11]1[CH2:16][C@H:15]([CH3:17])[CH2:14][CH2:13][C@H:12]1[CH:18]([CH3:19])[CH3:20]. (7) The product is: [C:33]([O:37][C:38](=[O:43])[NH:39][CH2:40][CH2:41][N:16]1[CH2:17][CH2:18][N:13]([C:11](=[O:12])[C:10]2[CH:9]=[C:8]([O:7][C:6]3[CH:31]=[CH:32][C:3]([C:1]#[N:2])=[CH:4][CH:5]=3)[CH:21]=[C:20]([O:22][C:23]3[CH:28]=[CH:27][C:26]([C:29]#[N:30])=[CH:25][CH:24]=3)[CH:19]=2)[CH2:14][CH2:15]1)([CH3:36])([CH3:35])[CH3:34]. Given the reactants [C:1]([C:3]1[CH:32]=[CH:31][C:6]([O:7][C:8]2[CH:9]=[C:10]([CH:19]=[C:20]([O:22][C:23]3[CH:28]=[CH:27][C:26]([C:29]#[N:30])=[CH:25][CH:24]=3)[CH:21]=2)[C:11]([N:13]2[CH2:18][CH2:17][NH:16][CH2:15][CH2:14]2)=[O:12])=[CH:5][CH:4]=1)#[N:2].[C:33]([O:37][C:38](=[O:43])[NH:39][CH2:40][CH2:41]Br)([CH3:36])([CH3:35])[CH3:34], predict the reaction product.